From a dataset of Full USPTO retrosynthesis dataset with 1.9M reactions from patents (1976-2016). Predict the reactants needed to synthesize the given product. (1) Given the product [C:46]([O:45][C:43]([N:12]([CH2:11][CH2:10][C:9]([OH:50])=[O:8])[CH2:13][C:14]([N:16]1[C:24]2[C:19](=[CH:20][C:21]([O:25][CH2:26][C:27]3[CH:32]=[CH:31][C:30]([C:33]4[CH2:38][CH2:37][CH2:36][CH2:35][CH:34]=4)=[C:29]([C:39]([F:42])([F:40])[F:41])[CH:28]=3)=[CH:22][CH:23]=2)[CH2:18][CH2:17]1)=[O:15])=[O:44])([CH3:49])([CH3:47])[CH3:48], predict the reactants needed to synthesize it. The reactants are: C1COCC1.C([O:8][C:9](=[O:50])[CH2:10][CH2:11][N:12]([C:43]([O:45][C:46]([CH3:49])([CH3:48])[CH3:47])=[O:44])[CH2:13][C:14]([N:16]1[C:24]2[C:19](=[CH:20][C:21]([O:25][CH2:26][C:27]3[CH:32]=[CH:31][C:30]([C:33]4[CH2:38][CH2:37][CH2:36][CH2:35][CH:34]=4)=[C:29]([C:39]([F:42])([F:41])[F:40])[CH:28]=3)=[CH:22][CH:23]=2)[CH2:18][CH2:17]1)=[O:15])C.[OH-].[Na+].Cl. (2) Given the product [C:21]([O:20][C:18]([N:6]1[CH2:7][CH2:8][C@@H:9]([O:10][Si:11]([C:14]([CH3:17])([CH3:16])[CH3:15])([CH3:13])[CH3:12])[C@H:5]1[CH2:3][OH:2])=[O:19])([CH3:24])([CH3:23])[CH3:22], predict the reactants needed to synthesize it. The reactants are: C[O:2][C:3]([C@@H:5]1[C@H:9]([O:10][Si:11]([C:14]([CH3:17])([CH3:16])[CH3:15])([CH3:13])[CH3:12])[CH2:8][CH2:7][N:6]1[C:18]([O:20][C:21]([CH3:24])([CH3:23])[CH3:22])=[O:19])=O.[Li+].[B-](CC)(CC)CC. (3) Given the product [Cl:16][C:10]1[C:11](=[O:12])[N:7]([CH:1]2[CH2:2][CH2:3][CH2:4][CH2:5][CH2:6]2)[N:8]([CH2:14][CH3:15])[C:9]=1[CH3:13], predict the reactants needed to synthesize it. The reactants are: [CH:1]1([N:7]2[C:11](=[O:12])[CH:10]=[C:9]([CH3:13])[N:8]2[CH2:14][CH3:15])[CH2:6][CH2:5][CH2:4][CH2:3][CH2:2]1.[Cl:16]N1C(=O)CCC1=O. (4) Given the product [F:1][C:2]1[CH:3]=[CH:4][C:5]([CH2:6][C:7]2[N:11]([CH2:12][C:13]([N:15]3[CH2:16][CH2:17][CH:18]([N:21]([CH3:22])[C:38](=[O:41])[CH2:39][CH3:40])[CH2:19][CH2:20]3)=[O:14])[N:10]=[C:9]([C:23]3[CH:24]=[CH:25][N:26]=[CH:27][CH:28]=3)[CH:8]=2)=[CH:29][CH:30]=1, predict the reactants needed to synthesize it. The reactants are: [F:1][C:2]1[CH:30]=[CH:29][C:5]([CH2:6][C:7]2[N:11]([CH2:12][C:13]([N:15]3[CH2:20][CH2:19][CH:18]([NH:21][CH3:22])[CH2:17][CH2:16]3)=[O:14])[N:10]=[C:9]([C:23]3[CH:28]=[CH:27][N:26]=[CH:25][CH:24]=3)[CH:8]=2)=[CH:4][CH:3]=1.C(N(CC)CC)C.[C:38](Cl)(=[O:41])[CH2:39][CH3:40]. (5) Given the product [Cl:7][C:8]1[CH:15]=[CH:14][C:11]([CH2:12][N:24]2[C:25]3[C:20](=[CH:19][C:18]([O:17][CH3:16])=[C:27]([O:28][CH3:29])[CH:26]=3)[C:21](=[O:32])[C:22]([C:30]#[N:31])=[CH:23]2)=[CH:10][CH:9]=1, predict the reactants needed to synthesize it. The reactants are: C(=O)([O-])[O-].[K+].[K+].[Cl:7][C:8]1[CH:15]=[CH:14][C:11]([CH2:12]Br)=[CH:10][CH:9]=1.[CH3:16][O:17][C:18]1[CH:19]=[C:20]2[C:25](=[CH:26][C:27]=1[O:28][CH3:29])[NH:24][CH:23]=[C:22]([C:30]#[N:31])[C:21]2=[O:32].